Dataset: Forward reaction prediction with 1.9M reactions from USPTO patents (1976-2016). Task: Predict the product of the given reaction. (1) Given the reactants [F:1][C:2]1[CH:7]=[CH:6][C:5]([CH2:8][C:9]#[N:10])=[CH:4][CH:3]=1.[N-:11]=[N+:12]=[N-:13].[Na+].C(N(CC)CC)C.Cl, predict the reaction product. The product is: [F:1][C:2]1[CH:7]=[CH:6][C:5]([CH2:8][C:9]2[N:11]=[N:12][NH:13][N:10]=2)=[CH:4][CH:3]=1. (2) Given the reactants [CH3:1][C:2]1[S:6][C:5]([C:7]2[C:8]([O:18][C:19]3[CH:24]=[CH:23][C:22]([O:25][CH2:26][CH2:27][N:28]4[CH2:33][CH2:32][CH2:31][CH2:30][CH2:29]4)=[CH:21][CH:20]=3)=[C:9]3[C:14](=[CH:15][CH:16]=2)[CH:13]=[C:12]([OH:17])[CH:11]=[CH:10]3)=[CH:4][CH:3]=1.C(OCC)(=O)C.[CH3:40][S:41](O)(=[O:43])=[O:42], predict the reaction product. The product is: [CH3:40][S:41]([O:17][C:12]1[CH:11]=[CH:10][C:9]2[C:14](=[CH:15][CH:16]=[C:7]([C:5]3[S:6][C:2]([CH3:1])=[CH:3][CH:4]=3)[C:8]=2[O:18][C:19]2[CH:24]=[CH:23][C:22]([O:25][CH2:26][CH2:27][N:28]3[CH2:33][CH2:32][CH2:31][CH2:30][CH2:29]3)=[CH:21][CH:20]=2)[CH:13]=1)(=[O:43])=[O:42]. (3) The product is: [NH2:8][C:6]1[CH:7]=[C:2]([Br:1])[CH:3]=[C:4]([CH3:19])[C:5]=1[NH:11][C:12](=[O:18])[CH2:13][C:14]([CH3:16])([CH3:15])[CH3:17]. Given the reactants [Br:1][C:2]1[CH:7]=[C:6]([N+:8]([O-])=O)[C:5]([NH:11][C:12](=[O:18])[CH2:13][C:14]([CH3:17])([CH3:16])[CH3:15])=[C:4]([CH3:19])[CH:3]=1.C(=O)([O-])[O-].[Na+].[Na+], predict the reaction product. (4) Given the reactants [Cl:1][C:2]1[N:7]=[C:6](Cl)[CH:5]=[C:4]([CH2:9][S:10]([CH:13]2[CH2:18][CH2:17][CH2:16][CH2:15][CH2:14]2)(=[O:12])=[O:11])[N:3]=1.C(N(CC)CC)C.[CH3:26][C@H:27]1[CH2:32][O:31][CH2:30][CH2:29][NH:28]1.O, predict the reaction product. The product is: [Cl:1][C:2]1[N:3]=[C:4]([CH2:9][S:10]([CH:13]2[CH2:18][CH2:17][CH2:16][CH2:15][CH2:14]2)(=[O:12])=[O:11])[CH:5]=[C:6]([N:28]2[CH2:29][CH2:30][O:31][CH2:32][C@@H:27]2[CH3:26])[N:7]=1. (5) Given the reactants [NH2:1][CH2:2][C:3]1[CH:4]=[CH:5][C:6]([Cl:23])=[C:7]([C:9]2[NH:10][C:11](=[O:22])[N:12]([C:14]3[CH:19]=[CH:18][C:17]([CH3:20])=[C:16]([Cl:21])[CH:15]=3)[N:13]=2)[CH:8]=1.[C:24](Cl)(=[O:29])[C:25]([CH3:28])([CH3:27])[CH3:26].CCN(C(C)C)C(C)C, predict the reaction product. The product is: [Cl:23][C:6]1[CH:5]=[CH:4][C:3]([CH2:2][NH:1][C:24](=[O:29])[C:25]([CH3:28])([CH3:27])[CH3:26])=[CH:8][C:7]=1[C:9]1[NH:10][C:11](=[O:22])[N:12]([C:14]2[CH:19]=[CH:18][C:17]([CH3:20])=[C:16]([Cl:21])[CH:15]=2)[N:13]=1. (6) Given the reactants O=[C:2]([CH3:12])[CH:3]([C:6]1[CH:11]=[CH:10][CH:9]=[CH:8][CH:7]=1)[C:4]#[N:5].[NH2:13][NH2:14].O.C(O)(=O)C, predict the reaction product. The product is: [CH3:12][C:2]1[C:3]([C:6]2[CH:11]=[CH:10][CH:9]=[CH:8][CH:7]=2)=[C:4]([NH2:5])[NH:14][N:13]=1.